This data is from Reaction yield outcomes from USPTO patents with 853,638 reactions. The task is: Predict the reaction yield, written as a fraction of the theoretical maximum amount of product (1.0 means a 100% yield; for example, 0.34 means a 34% yield). (1) The reactants are I[C:2]1[CH:7]=[CH:6][CH:5]=[CH:4][C:3]=1[I:8].[CH3:9][Si:10]([C:13]#[CH:14])([CH3:12])[CH3:11]. No catalyst specified. The product is [CH3:9][Si:10]([CH3:12])([CH3:11])[C:13]#[C:14][C:2]1[CH:7]=[CH:6][CH:5]=[CH:4][C:3]=1[I:8]. The yield is 0.540. (2) The reactants are Br[C:2]1[CH:9]=[C:8]([Cl:10])[CH:7]=[CH:6][C:3]=1[C:4]#[N:5].C([Mg]Cl)(C)C.[Cl-].[Li+].[Br:18][C:19]1[CH:20]=[C:21]([CH:25]=[CH:26][CH:27]=1)[C:22](Cl)=[O:23].C([Cu])#N. The catalyst is O1CCCC1. The product is [Br:18][C:19]1[CH:20]=[C:21]([CH:25]=[CH:26][CH:27]=1)[C:22]([C:2]1[CH:9]=[C:8]([Cl:10])[CH:7]=[CH:6][C:3]=1[C:4]#[N:5])=[O:23]. The yield is 0.700.